Dataset: Retrosynthesis with 50K atom-mapped reactions and 10 reaction types from USPTO. Task: Predict the reactants needed to synthesize the given product. (1) The reactants are: ClCc1nsc(Cl)n1.NCCS. Given the product NCCSCc1nsc(Cl)n1, predict the reactants needed to synthesize it. (2) The reactants are: O=C(NC1CCNCC1)c1ccccc1.OCCBr. Given the product O=C(NC1CCN(CCO)CC1)c1ccccc1, predict the reactants needed to synthesize it. (3) The reactants are: CCOC(=O)c1cn[nH]c1.FC(F)Cl. Given the product CCOC(=O)c1cnn(C(F)F)c1, predict the reactants needed to synthesize it. (4) The reactants are: CC(C)(C)OC(=O)OC(=O)OC(C)(C)C.CCOC(=O)Cc1cccc(N)c1. Given the product CCOC(=O)Cc1cccc(NC(=O)OC(C)(C)C)c1, predict the reactants needed to synthesize it. (5) Given the product COC(=O)c1ccc(S(=O)(=O)N(Cc2ccc(F)c(F)c2)c2ncc(C(F)(F)F)cc2Cl)cc1, predict the reactants needed to synthesize it. The reactants are: COC(=O)c1ccc(S(=O)(=O)Nc2ncc(C(F)(F)F)cc2Cl)cc1.Fc1ccc(CBr)cc1F.